Dataset: CYP2D6 inhibition data for predicting drug metabolism from PubChem BioAssay. Task: Regression/Classification. Given a drug SMILES string, predict its absorption, distribution, metabolism, or excretion properties. Task type varies by dataset: regression for continuous measurements (e.g., permeability, clearance, half-life) or binary classification for categorical outcomes (e.g., BBB penetration, CYP inhibition). Dataset: cyp2d6_veith. The drug is COCCn1c(=O)c(-c2ccccc2)nc2cnc(N3CCNCC3)nc21. The result is 0 (non-inhibitor).